Dataset: Full USPTO retrosynthesis dataset with 1.9M reactions from patents (1976-2016). Task: Predict the reactants needed to synthesize the given product. (1) The reactants are: [CH3:1][O:2][C:3]1[C:4]([CH3:16])=[C:5]([CH:10]=[CH:11][C:12]=1[N+:13]([O-:15])=[O:14])[C:6]([O:8][CH3:9])=[O:7].C1C(=O)N([Br:24])C(=O)C1.N#N. Given the product [Br:24][CH2:16][C:4]1[C:3]([O:2][CH3:1])=[C:12]([N+:13]([O-:15])=[O:14])[CH:11]=[CH:10][C:5]=1[C:6]([O:8][CH3:9])=[O:7], predict the reactants needed to synthesize it. (2) Given the product [CH3:21][N:11]1[CH:12]=[C:13]([C:15]2[CH:20]=[CH:19][CH:18]=[CH:17][CH:16]=2)[N:14]=[C:10]1[CH:9]=[CH:8][C:4]1[N:3]=[C:2]([C:22]#[N:23])[CH:7]=[CH:6][CH:5]=1, predict the reactants needed to synthesize it. The reactants are: Br[C:2]1[CH:7]=[CH:6][CH:5]=[C:4]([CH:8]=[CH:9][C:10]2[N:11]([CH3:21])[CH:12]=[C:13]([C:15]3[CH:20]=[CH:19][CH:18]=[CH:17][CH:16]=3)[N:14]=2)[N:3]=1.[C:22]([Zn])#[N:23]. (3) Given the product [CH:18]1([C:8]2[C:9]3[CH:17]=[CH:16][CH:15]=[CH:14][C:10]=3[N:11]([CH2:32][C:33]([CH:35]3[CH2:39][CH2:38][CH2:37][CH2:36]3)=[O:34])[C:12](=[O:13])[N:6]([CH2:5][C:4]([OH:3])=[O:24])[N:7]=2)[CH2:23][CH2:22][CH2:21][CH2:20][CH2:19]1, predict the reactants needed to synthesize it. The reactants are: C([O:3][C:4](=[O:24])[CH2:5][N:6]1[C:12](=[O:13])[NH:11][C:10]2[CH:14]=[CH:15][CH:16]=[CH:17][C:9]=2[C:8]([CH:18]2[CH2:23][CH2:22][CH2:21][CH2:20][CH2:19]2)=[N:7]1)C.C(=O)([O-])[O-].[K+].[K+].Cl[CH2:32][C:33]([CH:35]1[CH2:39][CH2:38][CH2:37][CH2:36]1)=[O:34]. (4) Given the product [Cl:1][C:2]1[CH:7]=[C:6]([F:8])[CH:5]=[CH:4][C:3]=1[NH:9][S:10]([CH:13]1[CH2:14][CH2:15][C:16]2([O:28][CH2:27][CH2:26][CH2:25][O:24]2)[CH:17]=[C:18]1[C:19]([O:21][CH2:22][CH3:23])=[O:20])(=[O:12])=[O:11], predict the reactants needed to synthesize it. The reactants are: [Cl:1][C:2]1[CH:7]=[C:6]([F:8])[CH:5]=[CH:4][C:3]=1[NH:9][S:10]([CH:13]1[C:18]([C:19]([O:21][CH2:22][CH3:23])=[O:20])=[CH:17][C:16](=[O:24])[CH2:15][CH2:14]1)(=[O:12])=[O:11].[CH2:25](O)[CH2:26][CH2:27][OH:28].C1(C)C=CC(S([O-])(=O)=O)=CC=1.[NH+]1C=CC=CC=1.C(=O)([O-])O.[Na+]. (5) Given the product [Cl:7][C:8]1[CH:9]=[C:10]2[C:15](=[C:16]([O:18][CH:19]([F:20])[F:21])[CH:17]=1)[S:14][CH2:13][CH2:12][C@@:11]2([C:1]([OH:2])=[O:4])[OH:24], predict the reactants needed to synthesize it. The reactants are: [C:1](=[O:4])([O-])[O-:2].[Na+].[Na+].[Cl:7][C:8]1[CH:9]=[C:10]2[C:15](=[C:16]([O:18][CH:19]([F:21])[F:20])[CH:17]=1)[S:14][CH2:13][CH2:12][C@:11]2([OH:24])CO. (6) The reactants are: FC1C=C2C(=C(S(C)(=O)=O)C=1)NC1C(CC(OCC)=O)CCCC2=1.[Cl:25][C:26]1[CH:31]=[CH:30][C:29]([C@@H:32]([N:34]2[C:46]3[C@@H:45]([CH2:47][C:48]([O:50]CC)=[O:49])[CH2:44][CH2:43][CH2:42][C:41]=3[C:40]3[C:35]2=[C:36]([S:54]([CH3:57])(=[O:56])=[O:55])[CH:37]=[C:38]([F:53])[CH:39]=3)[CH3:33])=[CH:28][CH:27]=1.ClC1C=CC([C@@H](N2C3[C@H](CC(OCC)=O)CCCC=3C3C2=C(S(C)(=O)=O)C=C(F)C=3)C)=CC=1. Given the product [Cl:25][C:26]1[CH:27]=[CH:28][C:29]([C@@H:32]([N:34]2[C:46]3[C@@H:45]([CH2:47][C:48]([OH:50])=[O:49])[CH2:44][CH2:43][CH2:42][C:41]=3[C:40]3[C:35]2=[C:36]([S:54]([CH3:57])(=[O:55])=[O:56])[CH:37]=[C:38]([F:53])[CH:39]=3)[CH3:33])=[CH:30][CH:31]=1, predict the reactants needed to synthesize it. (7) Given the product [CH3:6][O:7][C:8]1[CH:9]=[CH:10][C:11]2[C:24]([C:25]=1[O:26][CH3:27])=[CH:23][N+:22]1[CH2:21][CH2:20][C:19]3[C:14](=[CH:15][C:16]([OH:30])=[C:17]([O:28][CH3:29])[CH:18]=3)[C:13]=1[CH:12]=2.[CH3:31][O:32][C:33]1[CH:42]=[CH:41][C:40]2[C:35]([C:34]=1[O:55][CH3:56])=[CH:36][N+:37]1[CH2:50][CH2:49][C:48]3[C:43](=[CH:44][C:45]([O:53][CH3:54])=[C:46]([OH:51])[CH:47]=3)[C:38]=1[CH:39]=2, predict the reactants needed to synthesize it. The reactants are: C(O)CCC.[CH3:6][O:7][C:8]1[CH:9]=[CH:10][C:11]2[CH:12]=[C:13]3[N+:22](=[CH:23][C:24]=2[C:25]=1[O:26][CH3:27])[CH2:21][CH2:20][C:19]1[CH:18]=[C:17]2[O:28][CH2:29][O:30][C:16]2=[CH:15][C:14]3=1.[CH3:31][O:32][C:33]1[CH:42]=[CH:41][C:40]2[C:35](=[CH:36][N+:37]3[CH2:50][CH2:49][C:48]4[C:43](=[CH:44][C:45]([O:53][CH3:54])=[C:46]([O:51]C)[CH:47]=4)[C:38]=3[CH:39]=2)[C:34]=1[O:55][CH3:56].C1C2=CC3C4C(CC[N+]=3C=C2C2OCOC=2C=1)=CC1OCOC=1C=4. (8) Given the product [Br:8][C:9]1[CH:10]=[C:11]([CH:12]2[C:20]3[C:21](=[O:25])[CH2:22][CH2:23][CH2:24][C:19]=3[NH:18][C:3]3[CH:4]=[CH:5][C:1](=[O:7])[C:2]2=3)[CH:14]=[CH:15][C:16]=1[F:17], predict the reactants needed to synthesize it. The reactants are: [C:1]1(=[O:7])[CH:5]=[CH:4][C:3](=O)[CH2:2]1.[Br:8][C:9]1[CH:10]=[C:11]([CH:14]=[CH:15][C:16]=1[F:17])[CH:12]=O.[NH2:18][C:19]1[CH2:24][CH2:23][CH2:22][C:21](=[O:25])[CH:20]=1.